From a dataset of Experimentally validated miRNA-target interactions with 360,000+ pairs, plus equal number of negative samples. Binary Classification. Given a miRNA mature sequence and a target amino acid sequence, predict their likelihood of interaction. (1) The miRNA is hsa-let-7a-5p with sequence UGAGGUAGUAGGUUGUAUAGUU. Result: 1 (interaction). The protein sequence of the target gene is MGSQGSPVKSYDYLLKFLLVGDSDVGKGEILESLQDGAAESPYAYSNGIDYKTTTILLDGRRVKLELWDTSGQGRFCTIFRSYSRGAQGILLVYDITNRWSFDGIDRWIKEIDEHAPGVPRILVGNRLHLAFKRQVPTEQARAYAEKNCMTFFEVSPLCNFNVIESFTELSRIVLMRHGMEKIWRPNRVFSLQDLCCRAIVSCTPVHLIDKLPLPVTIKSHLKSFSMANGMNAVMMHGRSYSLASGAGGGGSKGNSLKRSKSIRPPQSPPQNCSRSNCKIS. (2) The miRNA is hsa-miR-4278 with sequence CUAGGGGGUUUGCCCUUG. The protein sequence of the target gene is MAVLLETTLGDVVIDLYTEERPRACLNFLKLCKIKYYNYCLIHNVQRDFIIQTGDPTGTGRGGESIFGQLYGDQASFFEAEKVPRIKHKKKGTVSMVNNGSDQHGSQFLITTGENLDYLDGVHTVFGEVTEGMDIVKKINETFVDKDFVPYQDIRINHTVILDDPFDDPPDLLIPDRSPEPTKEQLDSGRIGADEEIDDFKGRSAEEVEEIKAEKEAKTQAILLEMVGDLPDADIKPPENVLFVCKLNPVTTDEDLEIIFSRFGPIRSCEVIRDWKTGESLCYAFIEFEKEEDCEKAFFK.... Result: 0 (no interaction).